Dataset: Forward reaction prediction with 1.9M reactions from USPTO patents (1976-2016). Task: Predict the product of the given reaction. (1) The product is: [CH3:1][C:2]1[CH:7]=[C:6]([CH3:8])[CH:5]=[C:4]([CH3:9])[C:3]=1[NH:10][C:11]([NH:13][C:14]1[C:15]([C:24]([NH:26][C:27]2([C:35]([OH:37])=[O:36])[CH2:34][CH2:33][CH2:32][CH2:31][CH2:30][CH2:29][CH2:28]2)=[O:25])=[N:16][C:17]2[C:22]([CH:23]=1)=[CH:21][CH:20]=[CH:19][CH:18]=2)=[O:12]. Given the reactants [CH3:1][C:2]1[CH:7]=[C:6]([CH3:8])[CH:5]=[C:4]([CH3:9])[C:3]=1[NH:10][C:11]([NH:13][C:14]1[C:15]([C:24]([NH:26][C:27]2([C:35]([O:37]C)=[O:36])[CH2:34][CH2:33][CH2:32][CH2:31][CH2:30][CH2:29][CH2:28]2)=[O:25])=[N:16][C:17]2[C:22]([CH:23]=1)=[CH:21][CH:20]=[CH:19][CH:18]=2)=[O:12].Cl, predict the reaction product. (2) Given the reactants CC1C=CC(S([O:11][CH2:12][CH2:13][O:14][CH2:15][CH2:16][O:17][CH2:18][CH2:19][O:20][CH2:21][CH2:22][O:23][CH2:24][CH2:25][O:26][CH:27]2[CH2:32][CH2:31][CH2:30][CH2:29][O:28]2)(=O)=O)=CC=1.C([O-])([O-])=O.[K+].[K+].[N+:39]([C:42]1[CH:47]=[CH:46][C:45](O)=[CH:44][CH:43]=1)([O-:41])=[O:40], predict the reaction product. The product is: [N+:39]([C:42]1[CH:47]=[CH:46][C:45]([O:11][CH2:12][CH2:13][O:14][CH2:15][CH2:16][O:17][CH2:18][CH2:19][O:20][CH2:21][CH2:22][O:23][CH2:24][CH2:25][O:26][CH:27]2[CH2:32][CH2:31][CH2:30][CH2:29][O:28]2)=[CH:44][CH:43]=1)([O-:41])=[O:40]. (3) The product is: [Cl:8][C:7]1[C:2]([S:17][CH3:16])=[N:3][CH:4]=[C:5]([C:9]2[CH2:13][C:12]([CH3:15])([CH3:14])[O:11][N:10]=2)[CH:6]=1. Given the reactants Cl[C:2]1[C:7]([Cl:8])=[CH:6][C:5]([C:9]2[CH2:13][C:12]([CH3:15])([CH3:14])[O:11][N:10]=2)=[CH:4][N:3]=1.[CH3:16][S-:17].[Na+], predict the reaction product. (4) Given the reactants [NH2:1][C:2]1[C:7]([OH:8])=[C:6]([Cl:9])[C:5]([CH2:10][CH3:11])=[C:4]([Cl:12])[CH:3]=1.Cl[CH2:14][C:15](Cl)=[O:16].C([O-])([O-])=O.[K+].[K+], predict the reaction product. The product is: [Cl:12][C:4]1[C:5]([CH2:10][CH3:11])=[C:6]([Cl:9])[C:7]2[O:8][CH2:14][C:15](=[O:16])[NH:1][C:2]=2[CH:3]=1. (5) Given the reactants [O:1]=[C:2]1[C:6]([C:7]([O:9]CC)=O)=[CH:5][C:4]2([CH2:16][CH2:15][O:14][CH2:13][CH2:12]2)[O:3]1.[NH2:17][C:18]1[CH2:23][C:22]([CH3:25])([CH3:24])[CH2:21][C:20](=[O:26])[CH:19]=1.ClC1C(=O)C(C#N)=C(C#N)C(=O)C=1Cl, predict the reaction product. The product is: [OH:9][C:7]1[C:6]2[C:2](=[O:1])[O:3][C:4]3([CH2:12][CH2:13][O:14][CH2:15][CH2:16]3)[C:5]=2[C:19]2[C:20](=[O:26])[CH2:21][C:22]([CH3:25])([CH3:24])[CH2:23][C:18]=2[N:17]=1. (6) Given the reactants [BH4-].[Na+].[C:3]1([S:9]([CH2:12][C:13]2[C:18]([C:19]([O:21][CH3:22])=[O:20])=[C:17]([OH:23])[C:16]([C:24]3[CH:28]=[CH:27][O:26][C:25]=3[CH:29]=[O:30])=[CH:15][CH:14]=2)(=[O:11])=[O:10])[CH:8]=[CH:7][CH:6]=[CH:5][CH:4]=1.[Cl-].[NH4+].C(OCC)(=O)C, predict the reaction product. The product is: [C:3]1([S:9]([CH2:12][C:13]2[C:18]([C:19]([O:21][CH3:22])=[O:20])=[C:17]([OH:23])[C:16]([C:24]3[CH:28]=[CH:27][O:26][C:25]=3[CH2:29][OH:30])=[CH:15][CH:14]=2)(=[O:11])=[O:10])[CH:4]=[CH:5][CH:6]=[CH:7][CH:8]=1.